Dataset: Forward reaction prediction with 1.9M reactions from USPTO patents (1976-2016). Task: Predict the product of the given reaction. (1) Given the reactants C(OC(=O)[NH:7][C@H:8]1[CH2:11][C@H:10]([NH:12][C:13]2[C:18]([C:19]#[N:20])=[CH:17][N:16]=[C:15]([NH:21][CH2:22][CH2:23][C:24]3[CH:29]=[CH:28][CH:27]=[C:26]([Cl:30])[CH:25]=3)[N:14]=2)[C:9]1([CH3:32])[CH3:31])(C)(C)C.C(O)(C(F)(F)F)=O, predict the reaction product. The product is: [NH2:7][C@H:8]1[CH2:11][C@H:10]([NH:12][C:13]2[C:18]([C:19]#[N:20])=[CH:17][N:16]=[C:15]([NH:21][CH2:22][CH2:23][C:24]3[CH:29]=[CH:28][CH:27]=[C:26]([Cl:30])[CH:25]=3)[N:14]=2)[C:9]1([CH3:32])[CH3:31]. (2) The product is: [CH:16]1([C:8]2[C:7]([C:5]3[NH:1][C:2]([O:6][CH3:23])=[N:3][N:4]=3)=[CH:14][C:11]([C:12]#[N:13])=[C:10]([CH3:15])[CH:9]=2)[CH2:19][CH2:18][CH2:17]1. Given the reactants [NH2:1][C:2]1[O:6][C:5]([C:7]2[C:8]([CH:16]3[CH2:19][CH2:18][CH2:17]3)=[CH:9][C:10]([CH3:15])=[C:11]([CH:14]=2)[C:12]#[N:13])=[N:4][N:3]=1.[OH-].[K+].Cl.[CH3:23]O, predict the reaction product. (3) Given the reactants C(OC([N:8]1[CH2:13][CH2:12][N:11]([C:14]2[C:19]([CH3:20])=[CH:18][C:17]([CH2:21][CH3:22])=[CH:16][N:15]=2)[CH2:10][CH2:9]1)=O)(C)(C)C.[ClH:23].C(OCC)(=O)C.C(OCC)(=O)C, predict the reaction product. The product is: [ClH:23].[CH2:21]([C:17]1[CH:18]=[C:19]([CH3:20])[C:14]([N:11]2[CH2:10][CH2:9][NH:8][CH2:13][CH2:12]2)=[N:15][CH:16]=1)[CH3:22]. (4) Given the reactants Cl.[CH3:2][C:3]1([CH3:9])[CH2:8][CH2:7][NH:6][CH2:5][CH2:4]1.[CH3:10][C:11]([O:14][C:15](O[C:15]([O:14][C:11]([CH3:13])([CH3:12])[CH3:10])=[O:16])=[O:16])([CH3:13])[CH3:12].CCN(CC)CC, predict the reaction product. The product is: [CH3:2][C:3]1([CH3:9])[CH2:8][CH2:7][N:6]([C:15]([O:14][C:11]([CH3:13])([CH3:12])[CH3:10])=[O:16])[CH2:5][CH2:4]1. (5) The product is: [Cl:21][C:22]1[CH:27]=[CH:26][CH:25]=[CH:24][C:23]=1[C:28]1[C:32]([C:33]([O:1]/[N:2]=[C:3](/[C:5]2[CH:13]=[CH:12][C:8]3[O:9][CH2:10][O:11][C:7]=3[CH:6]=2)\[NH2:4])=[O:34])=[C:31]([CH2:36][O:37][CH3:38])[O:30][N:29]=1. Given the reactants [OH:1][N:2]=[C:3]([C:5]1[CH:13]=[CH:12][C:8]2[O:9][CH2:10][O:11][C:7]=2[CH:6]=1)[NH2:4].C(N(CC)CC)C.[Cl:21][C:22]1[CH:27]=[CH:26][CH:25]=[CH:24][C:23]=1[C:28]1[C:32]([C:33](Cl)=[O:34])=[C:31]([CH2:36][O:37][CH3:38])[O:30][N:29]=1.CC1C=CC=C(C)C=1C(Cl)=O, predict the reaction product. (6) Given the reactants [H-].[Na+].[O-]CC.[Na+].[CH2:7]([O:9][C:10](=[O:21])[CH:11]([NH:17][C:18](=[O:20])[CH3:19])[C:12]([O:14][CH2:15][CH3:16])=[O:13])[CH3:8].[C:22]1([C:28]2[CH:33]=[CH:32][C:31]([C:34](=[O:37])[CH2:35]Br)=[CH:30][CH:29]=2)[CH:27]=[CH:26][CH:25]=[CH:24][CH:23]=1, predict the reaction product. The product is: [CH2:15]([O:14][C:12](=[O:13])[C:11]([NH:17][C:18](=[O:20])[CH3:19])([CH2:35][C:34]([C:31]1[CH:32]=[CH:33][C:28]([C:22]2[CH:27]=[CH:26][CH:25]=[CH:24][CH:23]=2)=[CH:29][CH:30]=1)=[O:37])[C:10]([O:9][CH2:7][CH3:8])=[O:21])[CH3:16]. (7) Given the reactants [NH2:1][C:2]1[N:7]=[C:6](Cl)[N:5]=[C:4]([C:9]#[N:10])[N:3]=1.CS(C)=O.C(N(C(C)C)CC)(C)C.[CH3:24][NH:25][C:26]1[CH:31]=[CH:30][CH:29]=[C:28]([CH3:32])[CH:27]=1, predict the reaction product. The product is: [C:9]([C:4]1[N:3]=[C:2]([NH2:1])[N:7]=[C:6]([N:25]([CH3:24])[C:26]2[CH:31]=[CH:30][CH:29]=[C:28]([CH3:32])[CH:27]=2)[N:5]=1)#[N:10].